From a dataset of Peptide-MHC class I binding affinity with 185,985 pairs from IEDB/IMGT. Regression. Given a peptide amino acid sequence and an MHC pseudo amino acid sequence, predict their binding affinity value. This is MHC class I binding data. (1) The peptide sequence is KAGQYVTIW. The MHC is HLA-B40:02 with pseudo-sequence HLA-B40:02. The binding affinity (normalized) is 0. (2) The peptide sequence is AEALLADGL. The MHC is HLA-B15:17 with pseudo-sequence HLA-B15:17. The binding affinity (normalized) is 0.0847. (3) The peptide sequence is GAAIGLAWI. The MHC is HLA-A11:01 with pseudo-sequence HLA-A11:01. The binding affinity (normalized) is 0.106. (4) The peptide sequence is FPQGKAREF. The MHC is HLA-B40:02 with pseudo-sequence HLA-B40:02. The binding affinity (normalized) is 0. (5) The binding affinity (normalized) is 0.118. The peptide sequence is VVLQQHSIA. The MHC is HLA-A30:02 with pseudo-sequence HLA-A30:02. (6) The peptide sequence is VTPENFSSLIK. The MHC is H-2-Db with pseudo-sequence H-2-Db. The binding affinity (normalized) is 0. (7) The peptide sequence is ITLWQRPIV. The MHC is HLA-A31:01 with pseudo-sequence HLA-A31:01. The binding affinity (normalized) is 0.0162.